This data is from Reaction yield outcomes from USPTO patents with 853,638 reactions. The task is: Predict the reaction yield, written as a fraction of the theoretical maximum amount of product (1.0 means a 100% yield; for example, 0.34 means a 34% yield). (1) The reactants are [N:1]1[CH:6]=[CH:5][CH:4]=[CH:3][C:2]=1[N:7]1[CH2:12][CH2:11][NH:10][CH2:9][CH2:8]1.[CH3:13][C:14]1[CH:19]=[CH:18][CH:17]=[C:16]([CH3:20])[C:15]=1[NH:21][C:22](=[O:25])[CH2:23]Cl.C(=O)([O-])[O-].[Na+].[Na+]. The catalyst is CN(C)C=O.O. The product is [CH3:20][C:16]1[CH:17]=[CH:18][CH:19]=[C:14]([CH3:13])[C:15]=1[NH:21][C:22](=[O:25])[CH2:23][N:10]1[CH2:9][CH2:8][N:7]([C:2]2[CH:3]=[CH:4][CH:5]=[CH:6][N:1]=2)[CH2:12][CH2:11]1. The yield is 0.909. (2) The reactants are [CH2:1]([NH:5]/[C:6](/[CH3:12])=[CH:7]\[C:8]([O:10][CH3:11])=[O:9])[CH2:2][CH2:3][CH3:4].Cl.CO.N/C(/C)=C\C(OC)=O.FC(F)(F)CO. No catalyst specified. The product is [CH2:1]([NH:5][CH:6]([CH3:12])[CH2:7][C:8]([O:10][CH3:11])=[O:9])[CH2:2][CH2:3][CH3:4]. The yield is 0.106. (3) The reactants are [F:1][C:2]1[CH:7]=[CH:6][C:5]([C:8]2[C:9]([C:26]3[S:27][CH:28]=[CH:29][CH:30]=3)=[C:10]([C:14]([CH:16]([C:18]3[CH:23]=[CH:22][C:21]([CH3:24])=[C:20]([Cl:25])[CH:19]=3)[OH:17])=[O:15])[CH:11]=[CH:12][CH:13]=2)=[CH:4][CH:3]=1.[Bi]=O. The catalyst is C(O)(=O)C. The product is [F:1][C:2]1[CH:3]=[CH:4][C:5]([C:8]2[C:9]([C:26]3[S:27][CH:28]=[CH:29][CH:30]=3)=[C:10]([C:14]([C:16]([C:18]3[CH:23]=[CH:22][C:21]([CH3:24])=[C:20]([Cl:25])[CH:19]=3)=[O:17])=[O:15])[CH:11]=[CH:12][CH:13]=2)=[CH:6][CH:7]=1. The yield is 0.980. (4) The reactants are C(O[C:4]([C:6]1[C:14]2[CH2:13][CH2:12][N:11]([C:15]3[CH:20]=[CH:19][C:18]([N:21]4[CH2:26][CH2:25][CH2:24][CH2:23][C:22]4=[O:27])=[CH:17][CH:16]=3)[C:10](=[O:28])[C:9]=2[N:8]([C:29]2[CH:34]=[CH:33][C:32]([O:35][CH3:36])=[CH:31][CH:30]=2)[N:7]=1)=O)C.[Li+].[BH4-].C(Cl)Cl.P(Br)(Br)Br. The catalyst is C1COCC1.CC(O)=O.[Zn]. The product is [CH3:36][O:35][C:32]1[CH:31]=[CH:30][C:29]([N:8]2[C:9]3[C:10](=[O:28])[N:11]([C:15]4[CH:20]=[CH:19][C:18]([N:21]5[CH2:26][CH2:25][CH2:24][CH2:23][C:22]5=[O:27])=[CH:17][CH:16]=4)[CH2:12][CH2:13][C:14]=3[C:6]([CH3:4])=[N:7]2)=[CH:34][CH:33]=1. The yield is 0.580. (5) The reactants are [CH:1]1([O:7][C:8]2[CH:15]=[CH:14][CH:13]=[C:12]([N+:16]([O-:18])=[O:17])[C:9]=2[C:10]#[N:11])[CH2:6][CH2:5][CH2:4][CH:3]=[CH:2]1.C1C[O:22]CC1.[OH2:24]. The catalyst is O=[Os](=O)(=O)=O. The product is [OH:24][CH:2]1[CH:3]([OH:22])[CH2:4][CH2:5][CH2:6][CH:1]1[O:7][C:8]1[CH:15]=[CH:14][CH:13]=[C:12]([N+:16]([O-:18])=[O:17])[C:9]=1[C:10]#[N:11]. The yield is 0.640. (6) The reactants are [CH2:1]([NH:3][CH2:4][CH2:5][OH:6])[CH3:2].Cl[CH2:8][CH2:9][CH2:10][O:11][C:12]1[CH:21]=[C:20]2[C:15]([C:16]([NH:22][C:23]3[NH:27][N:26]=[C:25]([CH2:28][C:29]([NH:31][C:32]4[CH:37]=[C:36]([F:38])[CH:35]=[C:34]([F:39])[CH:33]=4)=[O:30])[CH:24]=3)=[N:17][CH:18]=[N:19]2)=[CH:14][C:13]=1[O:40][CH3:41]. No catalyst specified. The product is [F:38][C:36]1[CH:37]=[C:32]([NH:31][C:29](=[O:30])[CH2:28][C:25]2[NH:26][N:27]=[C:23]([NH:22][C:16]3[C:15]4[C:20](=[CH:21][C:12]([O:11][CH2:10][CH2:9][CH2:8][N:3]([CH2:1][CH3:2])[CH2:4][CH2:5][OH:6])=[C:13]([O:40][CH3:41])[CH:14]=4)[N:19]=[CH:18][N:17]=3)[CH:24]=2)[CH:33]=[C:34]([F:39])[CH:35]=1. The yield is 0.860. (7) The reactants are [OH:1][C:2]1[CH:7]=[CH:6][C:5]([N+:8]([O-:10])=[O:9])=[CH:4][C:3]=1[I:11].Cl[CH2:13][C:14]1[CH:18]=[C:17]([CH3:19])[O:16][N:15]=1. No catalyst specified. The product is [I:11][C:3]1[CH:4]=[C:5]([N+:8]([O-:10])=[O:9])[CH:6]=[CH:7][C:2]=1[O:1][CH2:13][C:14]1[CH:18]=[C:17]([CH3:19])[O:16][N:15]=1. The yield is 0.740. (8) The reactants are [C:1]([O:5][C:6]([NH:8][C@:9]1([C:15]([O:17][C:18]([CH3:21])([CH3:20])[CH3:19])=[O:16])[CH:13]=[CH:12][C@H:11]([OH:14])[CH2:10]1)=[O:7])([CH3:4])([CH3:3])[CH3:2].[O-]Cl.[Na+].C([O-])(O)=O.[Na+]. The catalyst is CC(OC)(C)C.[K+].[Br-]. The product is [C:1]([O:5][C:6]([NH:8][C@:9]1([C:15]([O:17][C:18]([CH3:21])([CH3:20])[CH3:19])=[O:16])[CH:13]=[CH:12][C:11](=[O:14])[CH2:10]1)=[O:7])([CH3:4])([CH3:3])[CH3:2]. The yield is 0.890. (9) The reactants are [O:1]=[C:2]([CH2:13][CH2:14][CH2:15][CH2:16][CH2:17][CH2:18]CCC)/[C:3](/[NH:6][C:7](=[O:12])[O:8][CH2:9][CH:10]=[CH2:11])=[CH:4]/[CH3:5].CON(C)C(=O)/C(/NC(=O)OCC=C)=C/C. No catalyst specified. The product is [O:1]=[C:2]([CH2:13][CH2:14][CH2:15][CH2:16][CH2:17][CH3:18])/[C:3](/[NH:6][C:7](=[O:12])[O:8][CH2:9][CH:10]=[CH2:11])=[CH:4]/[CH3:5]. The yield is 0.810.